Dataset: Reaction yield outcomes from USPTO patents with 853,638 reactions. Task: Predict the reaction yield, written as a fraction of the theoretical maximum amount of product (1.0 means a 100% yield; for example, 0.34 means a 34% yield). (1) The catalyst is ClCCl. The reactants are C([N:8]1[CH2:13][CH2:12][CH:11]([N:14]2[C:22]3[C:17](=[CH:18][CH:19]=[C:20]([C:23]#[N:24])[CH:21]=3)[CH2:16][C:15]2=[O:25])[CH2:10][CH2:9]1)(OC(C)(C)C)=O.[ClH:26].O1CCOCC1. The yield is 0.830. The product is [ClH:26].[C:23]([C:20]1[CH:21]=[C:22]2[C:17]([CH2:16][C:15](=[O:25])[N:14]2[CH:11]2[CH2:12][CH2:13][NH:8][CH2:9][CH2:10]2)=[CH:18][CH:19]=1)#[N:24]. (2) The reactants are [C:1]([O:5][C:6]([N:8]1[CH2:13][CH2:12][CH:11]([C:14]2[CH:19]=[CH:18][C:17]([NH2:20])=[C:16](Br)[N:15]=2)[CH2:10][CH2:9]1)=[O:7])([CH3:4])([CH3:3])[CH3:2].[C:22]1(B(O)O)[CH2:27][CH2:26][CH2:25][CH2:24][CH:23]=1. The catalyst is CCO.C1(C)C=CC=CC=1.C([O-])([O-])=O.[Na+].[Na+].CCOCC.[Cl-].[Na+].O.C1C=CC([P]([Pd]([P](C2C=CC=CC=2)(C2C=CC=CC=2)C2C=CC=CC=2)([P](C2C=CC=CC=2)(C2C=CC=CC=2)C2C=CC=CC=2)[P](C2C=CC=CC=2)(C2C=CC=CC=2)C2C=CC=CC=2)(C2C=CC=CC=2)C2C=CC=CC=2)=CC=1. The product is [C:1]([O:5][C:6]([N:8]1[CH2:13][CH2:12][CH:11]([C:14]2[CH:19]=[CH:18][C:17]([NH2:20])=[C:16]([C:22]3[CH2:27][CH2:26][CH2:25][CH2:24][CH:23]=3)[N:15]=2)[CH2:10][CH2:9]1)=[O:7])([CH3:4])([CH3:3])[CH3:2]. The yield is 0.740. (3) The reactants are Br[C:2]1[CH:11]=[N:10][C:9]2[N:8]([CH2:12][C:13]3[CH:18]=[CH:17][C:16]([O:19][CH3:20])=[CH:15][CH:14]=3)[C:7](=[O:21])[N:6]3[N:22]=[CH:23][N:24]=[C:5]3[C:4]=2[CH:3]=1.[CH2:25]([O:32][C:33]([NH:35][CH2:36][CH2:37][B-](F)(F)F)=[O:34])[C:26]1[CH:31]=[CH:30][CH:29]=[CH:28][CH:27]=1.[K+].C(=O)([O-])[O-].[Cs+].[Cs+].C1(C)C=CC=CC=1. The catalyst is O. The product is [CH3:20][O:19][C:16]1[CH:17]=[CH:18][C:13]([CH2:12][N:8]2[C:9]3[N:10]=[CH:11][C:2]([CH2:37][CH2:36][NH:35][C:33](=[O:34])[O:32][CH2:25][C:26]4[CH:31]=[CH:30][CH:29]=[CH:28][CH:27]=4)=[CH:3][C:4]=3[C:5]3=[N:24][CH:23]=[N:22][N:6]3[C:7]2=[O:21])=[CH:14][CH:15]=1. The yield is 0.120. (4) The reactants are [C:1]([CH:5]1[CH2:13][C:12]2[C:7](=[CH:8][CH:9]=[C:10]([NH:14][C:15]([C:17]3([C:20]4[CH:30]=[CH:29][C:23]5[O:24][C:25]([F:28])([F:27])[O:26][C:22]=5[CH:21]=4)[CH2:19][CH2:18]3)=[O:16])[CH:11]=2)[N:6]1[CH2:31][CH2:32]Cl)([CH3:4])([CH3:3])[CH3:2].[C-:34]#[N:35].[Na+].O. The catalyst is CCO. The product is [C:1]([CH:5]1[CH2:13][C:12]2[C:7](=[CH:8][CH:9]=[C:10]([NH:14][C:15]([C:17]3([C:20]4[CH:30]=[CH:29][C:23]5[O:24][C:25]([F:28])([F:27])[O:26][C:22]=5[CH:21]=4)[CH2:19][CH2:18]3)=[O:16])[CH:11]=2)[N:6]1[CH2:31][CH2:32][C:34]#[N:35])([CH3:4])([CH3:3])[CH3:2]. The yield is 0.480. (5) The product is [CH:1]1([CH:4]([C:18]2[CH:23]=[CH:22][CH:21]=[CH:20][N:19]=2)[NH:5][C:6]([C:8]2[CH:9]=[C:10]3[C:14](=[CH:15][CH:16]=2)[NH:13][N:12]=[C:11]3[C:39]2[CH:38]=[CH:37][C:27]([O:28][CH:29]3[CH2:34][CH2:33][N:32]([CH:35]=[O:36])[CH2:31][CH2:30]3)=[C:26]([O:25][CH3:24])[CH:40]=2)=[O:7])[CH2:3][CH2:2]1. The reactants are [CH:1]1([CH:4]([C:18]2[CH:23]=[CH:22][CH:21]=[CH:20][N:19]=2)[NH:5][C:6]([C:8]2[CH:9]=[C:10]3[C:14](=[CH:15][CH:16]=2)[NH:13][N:12]=[C:11]3I)=[O:7])[CH2:3][CH2:2]1.[CH3:24][O:25][C:26]1[CH:40]=[C:39](B2OC(C)(C)C(C)(C)O2)[CH:38]=[CH:37][C:27]=1[O:28][CH:29]1[CH2:34][CH2:33][N:32]([CH:35]=[O:36])[CH2:31][CH2:30]1.C([O-])([O-])=O.[Na+].[Na+]. The catalyst is C1C=CC([P]([Pd]([P](C2C=CC=CC=2)(C2C=CC=CC=2)C2C=CC=CC=2)([P](C2C=CC=CC=2)(C2C=CC=CC=2)C2C=CC=CC=2)[P](C2C=CC=CC=2)(C2C=CC=CC=2)C2C=CC=CC=2)(C2C=CC=CC=2)C2C=CC=CC=2)=CC=1.C1(C)C=CC=CC=1.CCO. The yield is 0.340. (6) The reactants are [C:1]([O:5][C:6]([NH:8][C@:9]1([C:16]([OH:18])=O)[CH2:11][C@H:10]1[CH2:12][CH:13]([F:15])[F:14])=[O:7])([CH3:4])([CH3:3])[CH3:2].C1N=CN(C(N2C=NC=C2)=O)C=1.[CH:31]1([S:34]([NH2:37])(=[O:36])=[O:35])[CH2:33][CH2:32]1.C1CCN2C(=NCCC2)CC1. The catalyst is C1COCC1.CCOC(C)=O. The product is [CH:31]1([S:34]([NH:37][C:16]([C@@:9]2([NH:8][C:6](=[O:7])[O:5][C:1]([CH3:2])([CH3:3])[CH3:4])[CH2:11][C@H:10]2[CH2:12][CH:13]([F:14])[F:15])=[O:18])(=[O:36])=[O:35])[CH2:33][CH2:32]1. The yield is 0.760. (7) The reactants are [CH:1]([C:3]1[CH:4]=[C:5]2[C:10](=[CH:11][CH:12]=1)[N:9]=[CH:8][CH:7]=[N:6]2)=C.I([O-])(=O)(=O)=[O:14].[Na+]. The catalyst is O1CCOCC1.O.C(OCC)(=O)C.[Os](=O)(=O)(=O)=O. The product is [N:9]1[C:10]2[C:5](=[CH:4][C:3]([CH:1]=[O:14])=[CH:12][CH:11]=2)[N:6]=[CH:7][CH:8]=1. The yield is 0.680. (8) The reactants are Br[C:2]1[CH:3]=[C:4]([C:9]2[N:13]=[C:12]([C:14]3[CH:19]=[CH:18][C:17]([F:20])=[CH:16][N:15]=3)[O:11][N:10]=2)[CH:5]=[C:6]([F:8])[CH:7]=1.B1([C:27]2[CH:32]=[CH:31][CH:30]=[N:29][CH:28]=2)OCCCO1.COCCOC.C(=O)([O-])[O-].[Na+].[Na+]. The catalyst is ClCCl.C1C=CC([P]([Pd]([P](C2C=CC=CC=2)(C2C=CC=CC=2)C2C=CC=CC=2)([P](C2C=CC=CC=2)(C2C=CC=CC=2)C2C=CC=CC=2)[P](C2C=CC=CC=2)(C2C=CC=CC=2)C2C=CC=CC=2)(C2C=CC=CC=2)C2C=CC=CC=2)=CC=1. The product is [F:20][C:17]1[CH:18]=[CH:19][C:14]([C:12]2[O:11][N:10]=[C:9]([C:4]3[CH:3]=[C:2]([C:27]4[CH:28]=[N:29][CH:30]=[CH:31][CH:32]=4)[CH:7]=[C:6]([F:8])[CH:5]=3)[N:13]=2)=[N:15][CH:16]=1. The yield is 0.177. (9) The reactants are [CH:1]1([CH2:4][O:5][NH:6][C:7]([C:9]2[C:20]([NH:21][C:22]3[CH:27]=[CH:26][C:25]([Cl:28])=[CH:24][C:23]=3[CH3:29])=[C:19]([F:30])[C:12]3[N:13]=[CH:14][N:15]([CH2:16][CH:17]=[O:18])[C:11]=3[CH:10]=2)=[O:8])[CH2:3][CH2:2]1.C(=O)([O-])[O-].[K+].[K+].[N+:37]([CH2:39]S(C1C=CC(C)=CC=1)(=O)=O)#[C-:38]. The catalyst is CO. The product is [CH:1]1([CH2:4][O:5][NH:6][C:7]([C:9]2[C:20]([NH:21][C:22]3[CH:27]=[CH:26][C:25]([Cl:28])=[CH:24][C:23]=3[CH3:29])=[C:19]([F:30])[C:12]3[N:13]=[CH:14][N:15]([CH2:16][C:17]4[O:18][CH:39]=[N:37][CH:38]=4)[C:11]=3[CH:10]=2)=[O:8])[CH2:2][CH2:3]1. The yield is 0.500.